Dataset: Experimentally validated miRNA-target interactions with 360,000+ pairs, plus equal number of negative samples. Task: Binary Classification. Given a miRNA mature sequence and a target amino acid sequence, predict their likelihood of interaction. (1) The miRNA is hsa-miR-6817-3p with sequence UCUCUCUGACUCCAUGGCA. The protein sequence of the target gene is MFWKFDLHTSSHLDTLLEREDLSLPELLDEEDVLQECKVVNRKLLDFLLQPPHLQAMVAWVTQEPPDSGEERLRYKYPSVACEILTSDVPQINDALGADESLLNRLYGFLQSTGSLNPLLASFFSKVMGILINRKTDQLVSFLRKKDDFVDLLLQHIGTSAIMDLLLRLLTCVERPQLRQDVVNWLNEEKIVQRLIEQIHPSKDENQHSNASQSLCDIIRLSREQMIQVQDSPEPDQLLATLEKQETIEQLLSNMFEGEQSQSVIVSGIQVLLTLLEPRRPRSESVTVNSFFSSVDGQLE.... Result: 1 (interaction). (2) The protein sequence of the target gene is MQHYGVNGYSLHAMNSLSAMYNLHQQAAQQAQHAPDYRPSVHALTLAERLAGCTFQDIILEARYGSQHRKQRRSRTAFTAQQLEALEKTFQKTHYPDVVMRERLAMCTNLPEARVQVWFKNRRAKFRKKQRSLQKEQLQKQKEAEGSHGEGKAEAPTPDTQLDTEQPPRLPGSDPPAELHLSLSEQSASESAPEDQPDREEDPRAGAEDPKAEKSPGADSKGLGCKRGSPKADSPGSLTITPVAPGGGLLGPSHSYSSSPLSLFRLQEQFRQHMAATNNLVHYSSFEVGGPAPAAAAAAA.... Result: 0 (no interaction). The miRNA is hsa-miR-1252-5p with sequence AGAAGGAAAUUGAAUUCAUUUA. (3) The miRNA is hsa-miR-4256 with sequence AUCUGACCUGAUGAAGGU. The protein sequence of the target gene is MDEEKLPCELHKEGSATQEDHGLEPEEEPGLQNGTAASEGLSSHISGPGGEKTLEGTMEPVRGPDVALPGLNLSLTNGLALGQDGNILEDSIEFKTWRSGPAEEEDVPGSPCPDAGDPQLGLDCPGEPDVRDGFSATFEKILESELLRGTQYSSLDSLDVLSLTDESDSCVSFEAPLTPLIQQRARDSPEAGAGLGNGDMGPEGDLGATGGCDGELGSPLRRSISSSRSENVLSHLSLTSVPNGFHEDGPGGSGGDDEDDEDTDKLLNSASDTSLKDGLSDSDSELSSSEGLEPGSTDPL.... Result: 0 (no interaction). (4) The miRNA is hsa-miR-525-5p with sequence CUCCAGAGGGAUGCACUUUCU. The protein sequence of the target gene is MAAPQITLSVLVIALLTCSVTAYPNGKVPMSCGGMIPQHNHSPQSEPIHQITVSQTTFKPGDQIEVTLSGPPFRGFLLEARDAENLSGPPIGSFTLIDSEESQLLTCTDVQGLAVSHTRSSKKTEIKVYWDAPSPAPDHIRFLATVVQKFKIYWVKIPSPVISQPNAPPFTTPKATTQPLTTPPSVSHLTKPFSAFECGNKKFCVRSPLNCDPEKEPACVFLSFTRDNQSVMVEMSGPSDGYVSFAFSHDQWMGDDDAYLCIREDQTVDIQPSYLTGRSYPVMDSRGTLEDMAWRLADGV.... Result: 0 (no interaction). (5) The miRNA is mmu-miR-706 with sequence AGAGAAACCCUGUCUCAAAAAA. The protein sequence of the target gene is MASLLGAYPWTEGLECPALEAELSDGLSPPAVPRPSGDKSSESRIRRPMNAFMVWAKDERKRLAVQNPDLHNAELSKMLGKSWKALTLSQKRPYVDEAERLRLQHMQDYPNYKYRPRRKKQGKRLCKRVDPGFLLSSLSRDQNTLPEKNGIGRGEKEDRGEYSPGATLPGLHSCYREGAAAAPGSVDTYPYGLPTPPEMSPLDALEPEQTFFSSSCQEEHGHPHHLPHLPGPPYSPEFTPSPLHCSHPLGSLALGQSPGVSMMSSVSGCPPSPAYYSHATYHPLHPNLQAHLGQLSPPPE.... Result: 1 (interaction). (6) The miRNA is hsa-miR-185-5p with sequence UGGAGAGAAAGGCAGUUCCUGA. The protein sequence of the target gene is MAAAGAFRLRRAASALLLRSPRLPARELSAPARLYHKKVVDHYENPRNVGSLDKTSKNVGTGLVGAPACGDVMKLQIQVDEKGKIVDARFKTFGCGSAIASSSLATEWVKGKTVEEALTIKNTDIAKELCLPPVKLHCSMLAEDAIKAALADYKLKQEPKKGEAEKK. Result: 1 (interaction).